From a dataset of Reaction yield outcomes from USPTO patents with 853,638 reactions. Predict the reaction yield, written as a fraction of the theoretical maximum amount of product (1.0 means a 100% yield; for example, 0.34 means a 34% yield). (1) The yield is 0.410. The reactants are [CH3:1][O:2][C:3]1[CH:22]=[C:21]([O:23][CH3:24])[CH:20]=[CH:19][C:4]=1[CH2:5][N:6]1[C:11](=[O:12])[C:10]2[CH:13]=[C:14]([CH2:16][CH3:17])[S:15][C:9]=2[NH:8][C:7]1=[O:18].Br[CH2:26][C:27]1[CH:32]=[CH:31][C:30]([C:33]2[C:34]([C:39]#[N:40])=[CH:35][CH:36]=[CH:37][CH:38]=2)=[CH:29][C:28]=1[F:41].C(=O)([O-])[O-].[K+].[K+]. The product is [CH3:1][O:2][C:3]1[CH:22]=[C:21]([O:23][CH3:24])[CH:20]=[CH:19][C:4]=1[CH2:5][N:6]1[C:11](=[O:12])[C:10]2[CH:13]=[C:14]([CH2:16][CH3:17])[S:15][C:9]=2[N:8]([CH2:26][C:27]2[CH:32]=[CH:31][C:30]([C:33]3[C:34]([C:39]#[N:40])=[CH:35][CH:36]=[CH:37][CH:38]=3)=[CH:29][C:28]=2[F:41])[C:7]1=[O:18]. The catalyst is C(#N)C. (2) The reactants are C(OP([CH2:9][C:10]([O:12][CH2:13][CH3:14])=[O:11])(OCC)=O)C.[H-].[Na+].[Cl:17][C:18]1[C:19]([O:28][C:29]2[CH:36]=[C:35]([O:37][CH2:38][O:39][CH3:40])[CH:34]=[CH:33][C:30]=2[CH:31]=O)=[N:20][CH:21]=[C:22]([C:24]([F:27])([F:26])[F:25])[CH:23]=1.[Cl-].[NH4+]. The catalyst is O1CCCC1.CN(C)C=O. The product is [Cl:17][C:18]1[C:19]([O:28][C:29]2[CH:36]=[C:35]([O:37][CH2:38][O:39][CH3:40])[CH:34]=[CH:33][C:30]=2/[CH:31]=[CH:9]/[C:10]([O:12][CH2:13][CH3:14])=[O:11])=[N:20][CH:21]=[C:22]([C:24]([F:27])([F:26])[F:25])[CH:23]=1. The yield is 1.00.